The task is: Predict the reaction yield, written as a fraction of the theoretical maximum amount of product (1.0 means a 100% yield; for example, 0.34 means a 34% yield).. This data is from Reaction yield outcomes from USPTO patents with 853,638 reactions. The reactants are [CH3:1][CH:2]([O:6][C:7]1[N:15]=[C:14]2[C:10]([N:11]=[CH:12][N:13]2[CH:16]2[CH2:21][CH2:20][CH2:19][CH2:18][O:17]2)=[C:9]([NH2:22])[N:8]=1)[CH2:3][O:4][CH3:5].C1C(=O)N([Br:30])C(=O)C1. The product is [Br:30][C:12]1[N:13]([CH:16]2[CH2:21][CH2:20][CH2:19][CH2:18][O:17]2)[C:14]2[C:10]([N:11]=1)=[C:9]([NH2:22])[N:8]=[C:7]([O:6][CH:2]([CH3:1])[CH2:3][O:4][CH3:5])[N:15]=2. The yield is 0.811. The catalyst is ClCCl.